This data is from Forward reaction prediction with 1.9M reactions from USPTO patents (1976-2016). The task is: Predict the product of the given reaction. Given the reactants [N:1]1[CH:6]=[CH:5][C:4]([C:7]2[CH:12]=[CH:11][C:10]([NH:13][C:14]([CH:16]3[CH2:24][C:23]4[C:18](=[CH:19][CH:20]=[CH:21][CH:22]=4)[N:17]3C(OC(C)(C)C)=O)=[O:15])=[CH:9][CH:8]=2)=[CH:3][CH:2]=1.C(OCC)(=O)C.Cl, predict the reaction product. The product is: [N:1]1[CH:6]=[CH:5][C:4]([C:7]2[CH:8]=[CH:9][C:10]([NH:13][C:14]([CH:16]3[CH2:24][C:23]4[C:18](=[CH:19][CH:20]=[CH:21][CH:22]=4)[NH:17]3)=[O:15])=[CH:11][CH:12]=2)=[CH:3][CH:2]=1.